Dataset: Reaction yield outcomes from USPTO patents with 853,638 reactions. Task: Predict the reaction yield, written as a fraction of the theoretical maximum amount of product (1.0 means a 100% yield; for example, 0.34 means a 34% yield). (1) The reactants are [Cl:1][C:2]1[CH:8]=[C:7]([O:9][CH3:10])[C:6]([CH3:11])=[CH:5][C:3]=1[NH2:4].[C:12](Cl)(Cl)=[O:13]. The catalyst is CCOC(C)=O. The product is [Cl:1][C:2]1[CH:8]=[C:7]([O:9][CH3:10])[C:6]([CH3:11])=[CH:5][C:3]=1[N:4]=[C:12]=[O:13]. The yield is 0.980. (2) The reactants are [C:1]([O:5][C:6]([NH:8][C:9]1[CH:10]=[CH:11][C:12]([C:15]2[N:19]([C:20]3[CH:21]=[N:22][CH:23]=[CH:24][CH:25]=3)[N:18]=[C:17]([C:26]([OH:28])=O)[CH:16]=2)=[N:13][CH:14]=1)=[O:7])([CH3:4])([CH3:3])[CH3:2].[C:29]([NH2:33])([CH3:32])([CH3:31])[CH3:30].ON1C2C=CC=CC=2N=N1.Cl.C(N=C=NCCCN(C)C)C. The catalyst is ClCCl.C(N(CC)CC)C. The product is [C:29]([NH:33][C:26]([C:17]1[CH:16]=[C:15]([C:12]2[CH:11]=[CH:10][C:9]([NH:8][C:6]([O:5][C:1]([CH3:4])([CH3:3])[CH3:2])=[O:7])=[CH:14][N:13]=2)[N:19]([C:20]2[CH:21]=[N:22][CH:23]=[CH:24][CH:25]=2)[N:18]=1)=[O:28])([CH3:32])([CH3:31])[CH3:30]. The yield is 0.950.